Dataset: Reaction yield outcomes from USPTO patents with 853,638 reactions. Task: Predict the reaction yield, written as a fraction of the theoretical maximum amount of product (1.0 means a 100% yield; for example, 0.34 means a 34% yield). The reactants are Br[C:2]1[CH:3]=[N:4][CH:5]=[C:6]([O:8][CH2:9][C@H:10]2[CH2:14][CH2:13][CH2:12][N:11]2[C:15]([O:17][C:18]([CH3:21])([CH3:20])[CH3:19])=[O:16])[CH:7]=1.[CH3:22][C:23]1[CH:38]=[CH:37][C:26]([CH2:27][O:28][CH2:29][CH2:30][CH:31]2[CH2:36][CH2:35][NH:34][CH2:33][CH2:32]2)=[CH:25][CH:24]=1.CC(C)([O-])C.[Na+]. The catalyst is C1(C)C=CC=CC=1.C1C=CC(/C=C/C(/C=C/C2C=CC=CC=2)=O)=CC=1.C1C=CC(/C=C/C(/C=C/C2C=CC=CC=2)=O)=CC=1.C1C=CC(/C=C/C(/C=C/C2C=CC=CC=2)=O)=CC=1.[Pd].[Pd].C1(P(C2C=CC=CC=2)C2C3OC4C(=CC=CC=4P(C4C=CC=CC=4)C4C=CC=CC=4)C(C)(C)C=3C=CC=2)C=CC=CC=1. The product is [C:18]([O:17][C:15]([N:11]1[CH2:12][CH2:13][CH2:14][C@H:10]1[CH2:9][O:8][C:6]1[CH:5]=[N:4][CH:3]=[C:2]([N:34]2[CH2:33][CH2:32][CH:31]([CH2:30][CH2:29][O:28][CH2:27][C:26]3[CH:25]=[CH:24][C:23]([CH3:22])=[CH:38][CH:37]=3)[CH2:36][CH2:35]2)[CH:7]=1)=[O:16])([CH3:21])([CH3:20])[CH3:19]. The yield is 0.640.